From a dataset of Forward reaction prediction with 1.9M reactions from USPTO patents (1976-2016). Predict the product of the given reaction. (1) Given the reactants Br[C:2]1[CH:7]=[CH:6][C:5]([S:8]([N:11]2[CH2:16][CH2:15][N:14]([C:17]3[CH:22]=[CH:21][C:20]([CH3:23])=[CH:19][CH:18]=3)[CH2:13][CH2:12]2)(=[O:10])=[O:9])=[CH:4][CH:3]=1.C([O-])(=O)C.[K+].[CH3:29][O:30][C:31]1[CH:36]=[CH:35][N:34]=[C:33]([CH2:37][CH2:38][C:39]2[NH:48][C:42]3=[N:43][CH:44]=[C:45](I)[CH:46]=[C:41]3[N:40]=2)[CH:32]=1.C(=O)([O-])[O-].[K+].[K+].[Cl-].[Li+], predict the reaction product. The product is: [CH3:29][O:30][C:31]1[CH:36]=[CH:35][N:34]=[C:33]([CH2:37][CH2:38][C:39]2[NH:48][C:42]3=[N:43][CH:44]=[C:45]([C:2]4[CH:3]=[CH:4][C:5]([S:8]([N:11]5[CH2:12][CH2:13][N:14]([C:17]6[CH:22]=[CH:21][C:20]([CH3:23])=[CH:19][CH:18]=6)[CH2:15][CH2:16]5)(=[O:10])=[O:9])=[CH:6][CH:7]=4)[CH:46]=[C:41]3[N:40]=2)[CH:32]=1. (2) Given the reactants [Cl:1][C:2]1[CH:3]=[C:4]([CH:6]=[CH:7][C:8]=1[F:9])[NH2:5].Cl[C:11]1[C:20]2[C:15](=[CH:16][C:17]([O:25][CH2:26][CH3:27])=[C:18]([O:21]C(=O)C)[CH:19]=2)[N:14]=[CH:13][N:12]=1, predict the reaction product. The product is: [Cl:1][C:2]1[CH:3]=[C:4]([NH:5][C:11]2[C:20]3[C:15](=[CH:16][C:17]([O:25][CH2:26][CH3:27])=[C:18]([OH:21])[CH:19]=3)[N:14]=[CH:13][N:12]=2)[CH:6]=[CH:7][C:8]=1[F:9].